This data is from Forward reaction prediction with 1.9M reactions from USPTO patents (1976-2016). The task is: Predict the product of the given reaction. (1) Given the reactants Cl.[Cl:2][C:3]1[CH:8]=[CH:7][N:6]=[C:5]([N:9]2[CH2:14][CH2:13][NH:12][CH2:11][CH2:10]2)[CH:4]=1.C(N(CC)CC)C.[C:22](Cl)(=[O:27])[C:23]([CH3:26])([CH3:25])[CH3:24], predict the reaction product. The product is: [Cl:2][C:3]1[CH:8]=[CH:7][N:6]=[C:5]([N:9]2[CH2:10][CH2:11][N:12]([C:22](=[O:27])[C:23]([CH3:26])([CH3:25])[CH3:24])[CH2:13][CH2:14]2)[CH:4]=1. (2) Given the reactants [N+]([C:4]1[CH:14]=[CH:13][C:7]([O:8][CH2:9][C:10]([OH:12])=O)=[CH:6][CH:5]=1)([O-])=O.[NH2:15][C:16]1[CH:17]=[C:18]([CH:22]=[CH:23][CH:24]=1)[C:19]([NH2:21])=[O:20].C1C=C[C:28]2N(O)N=N[C:29]=2[CH:30]=1.[CH3:35]CN(C(C)C)C(C)C.C(Cl)CCl, predict the reaction product. The product is: [C:29]([C:4]1[CH:5]=[CH:6][C:7]([O:8][CH2:9][C:10]([NH:15][C:16]2[CH:17]=[C:18]([CH:22]=[CH:23][CH:24]=2)[C:19]([NH2:21])=[O:20])=[O:12])=[CH:13][CH:14]=1)([CH3:28])([CH3:30])[CH3:35].